This data is from Full USPTO retrosynthesis dataset with 1.9M reactions from patents (1976-2016). The task is: Predict the reactants needed to synthesize the given product. (1) Given the product [CH:12]1([NH:18][C:2]2[N:7]3[N:8]=[C:9]([NH2:11])[N:10]=[C:6]3[CH:5]=[CH:4][CH:3]=2)[CH2:17][CH2:16][CH2:15][CH2:14][CH2:13]1, predict the reactants needed to synthesize it. The reactants are: Cl[C:2]1[N:7]2[N:8]=[C:9]([NH2:11])[N:10]=[C:6]2[CH:5]=[CH:4][CH:3]=1.[CH:12]1([NH2:18])[CH2:17][CH2:16][CH2:15][CH2:14][CH2:13]1. (2) Given the product [NH2:13][CH2:14][C:2]([CH3:16])([CH3:1])[CH2:3][NH:4][C:5]1[C:6]2[C:11](=[CH:10][CH:9]=[CH:8][CH:7]=2)[C:12](=[O:17])[NH:19][N:18]=1, predict the reactants needed to synthesize it. The reactants are: [CH3:1][C:2]1([CH3:16])[CH2:14][N:13]=[C:12]2[N:4]([C:5](=O)[C:6]3[C:11]2=[CH:10][CH:9]=[CH:8][CH:7]=3)[CH2:3]1.[OH2:17].[NH2:18][NH2:19]. (3) Given the product [N:16]1[C:6]2[CH2:7][S:8][CH2:9][C:5]=2[C:1](=[O:2])[NH:17][CH:15]=1, predict the reactants needed to synthesize it. The reactants are: [C:1]([CH:5]1[CH2:9][S:8][CH2:7][C:6]1=O)(OC)=[O:2].C(O)(=O)C.[CH:15]([NH2:17])=[NH:16].[O-]CC.[Na+].